Dataset: Forward reaction prediction with 1.9M reactions from USPTO patents (1976-2016). Task: Predict the product of the given reaction. Given the reactants Cl[C:2]1[N:10]=[C:9](Cl)[CH:8]=[CH:7][C:3]=1[C:4]([NH2:6])=[O:5].[N:12]1([C:17]2[N:22]=[CH:21][C:20]([NH2:23])=[CH:19][CH:18]=2)[CH2:16][CH2:15][CH2:14][CH2:13]1.C(O[C:29](=[O:36])[NH:30][C@@H:31]1[CH2:35][CH2:34][NH:33][CH2:32]1)(C)(C)C.[C:37](O)(=O)[CH:38]=C, predict the reaction product. The product is: [C:29]([NH:30][C@H:31]1[CH2:35][CH2:34][N:33]([C:9]2[CH:8]=[CH:7][C:3]([C:4]([NH2:6])=[O:5])=[C:2]([NH:23][C:20]3[CH:21]=[N:22][C:17]([N:12]4[CH2:16][CH2:15][CH2:14][CH2:13]4)=[CH:18][CH:19]=3)[N:10]=2)[CH2:32]1)(=[O:36])[CH:37]=[CH2:38].